From a dataset of Reaction yield outcomes from USPTO patents with 853,638 reactions. Predict the reaction yield, written as a fraction of the theoretical maximum amount of product (1.0 means a 100% yield; for example, 0.34 means a 34% yield). The reactants are [NH2:1][C:2]1[C:16]([O:17][CH3:18])=[CH:15][C:5]2[CH2:6][CH2:7][N:8]([CH2:11][C@@H:12]([OH:14])[CH3:13])[CH2:9][CH2:10][C:4]=2[CH:3]=1.C([Si](C)(C)[O:24][C@H:25]1[CH2:29][CH2:28][N:27]([S:30]([C:33]2[CH:38]=[CH:37][CH:36]=[CH:35][C:34]=2[NH:39][C:40]2[C:45]([Cl:46])=[CH:44][N:43]=[C:42](Cl)[N:41]=2)(=[O:32])=[O:31])[CH2:26]1)(C)(C)C. No catalyst specified. The product is [Cl:46][C:45]1[C:40]([NH:39][C:34]2[CH:35]=[CH:36][CH:37]=[CH:38][C:33]=2[S:30]([N:27]2[CH2:28][CH2:29][C@H:25]([OH:24])[CH2:26]2)(=[O:31])=[O:32])=[N:41][C:42]([NH:1][C:2]2[C:16]([O:17][CH3:18])=[CH:15][C:5]3[CH2:6][CH2:7][N:8]([CH2:11][C@@H:12]([OH:14])[CH3:13])[CH2:9][CH2:10][C:4]=3[CH:3]=2)=[N:43][CH:44]=1. The yield is 0.460.